From a dataset of Full USPTO retrosynthesis dataset with 1.9M reactions from patents (1976-2016). Predict the reactants needed to synthesize the given product. (1) The reactants are: [CH2:1]1[C:7]2=[C:8]3[C:12](=[CH:13][CH:14]=[C:6]2[O:5][CH2:4][CH2:3][N:2]1C(OC(C)(C)C)=O)[NH:11][CH:10]=[CH:9]3.[H-].[Na+].CN(C=O)C.[CH3:29][C:30]1[S:31][C:32]([CH3:39])=[CH:33][C:34]=1[S:35](Cl)(=[O:37])=[O:36]. Given the product [CH3:29][C:30]1[S:31][C:32]([CH3:39])=[CH:33][C:34]=1[S:35]([N:11]1[C:12]2[C:8](=[C:7]3[CH2:1][NH:2][CH2:3][CH2:4][O:5][C:6]3=[CH:14][CH:13]=2)[CH:9]=[CH:10]1)(=[O:37])=[O:36], predict the reactants needed to synthesize it. (2) The reactants are: [F:1][C:2]1[CH:7]=[CH:6][CH:5]=[CH:4][C:3]=1[N:8]1[C:12]([CH:13]=[O:14])=[C:11]([CH3:15])[N:10]=[N:9]1.FC1C=CC(N2C(C=O)=C(C)N=N2)=CC=1. Given the product [F:1][C:2]1[CH:7]=[CH:6][CH:5]=[CH:4][C:3]=1[N:8]1[C:12]([CH2:13][OH:14])=[C:11]([CH3:15])[N:10]=[N:9]1, predict the reactants needed to synthesize it. (3) Given the product [F:11][CH2:12][CH:13]([OH:14])[CH:18]([N+:15]([O-:17])=[O:16])[CH2:19][C:20]([O:22][C:23]([CH3:25])([CH3:26])[CH3:24])=[O:21], predict the reactants needed to synthesize it. The reactants are: C(O)(=O)C(O)=O.CS(C)=O.[F:11][CH2:12][CH2:13][OH:14].[N+:15]([CH2:18][CH2:19][C:20]([O:22][C:23]([CH3:26])([CH3:25])[CH3:24])=[O:21])([O-:17])=[O:16]. (4) Given the product [CH:33]1([C:2]2[C:11]3[C:6](=[CH:7][C:8]([O:30][CH3:31])=[C:9]([C:12]4[N:17]=[N:16][C:15]([N:18]([CH3:29])[CH:19]5[CH2:20][C:21]([CH3:28])([CH3:27])[NH:22][C:23]([CH3:26])([CH3:25])[CH2:24]5)=[CH:14][CH:13]=4)[CH:10]=3)[N:5]=[C:4]([CH3:32])[CH:3]=2)[CH2:35][CH2:34]1, predict the reactants needed to synthesize it. The reactants are: Cl[C:2]1[C:11]2[C:6](=[CH:7][C:8]([O:30][CH3:31])=[C:9]([C:12]3[N:17]=[N:16][C:15]([N:18]([CH3:29])[CH:19]4[CH2:24][C:23]([CH3:26])([CH3:25])[NH:22][C:21]([CH3:28])([CH3:27])[CH2:20]4)=[CH:14][CH:13]=3)[CH:10]=2)[N:5]=[C:4]([CH3:32])[CH:3]=1.[CH:33]1([B-](F)(F)F)[CH2:35][CH2:34]1.C(P(C12CC3CC(CC(C3)C1)C2)C12CC3CC(CC(C3)C1)C2)CCC.C(=O)([O-])[O-].[Cs+].[Cs+]. (5) The reactants are: [NH2:1][C:2]1[C:7]([OH:8])=[CH:6][CH:5]=[CH:4][N:3]=1.[OH-].[Na+].CS(C)=O.Br[CH2:16][C:17]([O:19][C:20]([CH3:23])([CH3:22])[CH3:21])=[O:18]. Given the product [NH2:1][C:2]1[C:7]([O:8][CH2:16][C:17]([O:19][C:20]([CH3:23])([CH3:22])[CH3:21])=[O:18])=[CH:6][CH:5]=[CH:4][N:3]=1, predict the reactants needed to synthesize it. (6) The reactants are: C[O:2][C:3](=[O:39])[C@@H:4]([NH:14][C:15]([C:17]1[S:18][C:19]([C:28](=[O:38])[NH:29][CH2:30][C:31]2[CH:36]=[CH:35][CH:34]=[C:33]([OH:37])[CH:32]=2)=[CH:20][C:21]=1[C:22]1[CH:27]=[CH:26][CH:25]=[CH:24][CH:23]=1)=[O:16])[CH2:5][NH:6][C:7]([C:9]1[S:10][CH:11]=[CH:12][CH:13]=1)=[O:8].O.[OH-].[Li+].Cl. Given the product [OH:37][C:33]1[CH:32]=[C:31]([CH:36]=[CH:35][CH:34]=1)[CH2:30][NH:29][C:28]([C:19]1[S:18][C:17]([C:15]([NH:14][C@@H:4]([CH2:5][NH:6][C:7]([C:9]2[S:10][CH:11]=[CH:12][CH:13]=2)=[O:8])[C:3]([OH:39])=[O:2])=[O:16])=[C:21]([C:22]2[CH:27]=[CH:26][CH:25]=[CH:24][CH:23]=2)[CH:20]=1)=[O:38], predict the reactants needed to synthesize it. (7) Given the product [NH2:1][C:2]1[C:7]([C:8]#[N:9])=[C:6]([CH:10]2[CH2:15][CH2:14][CH2:13][N:12]([C:16]([O:18][C:19]([CH3:22])([CH3:21])[CH3:20])=[O:17])[CH2:11]2)[CH:5]=[C:4]([C:23]2[C:28]([O:29][CH2:30][C:31]3[CH:32]=[CH:33][C:34]([O:37][CH3:38])=[CH:35][CH:36]=3)=[CH:27][CH:26]=[CH:25][C:24]=2[NH:39][CH2:44][C:45]2[CH:50]=[CH:49][CH:48]=[CH:47][CH:46]=2)[N:3]=1, predict the reactants needed to synthesize it. The reactants are: [NH2:1][C:2]1[C:7]([C:8]#[N:9])=[C:6]([CH:10]2[CH2:15][CH2:14][CH2:13][N:12]([C:16]([O:18][C:19]([CH3:22])([CH3:21])[CH3:20])=[O:17])[CH2:11]2)[CH:5]=[C:4]([C:23]2[C:28]([O:29][CH2:30][C:31]3[CH:36]=[CH:35][C:34]([O:37][CH3:38])=[CH:33][CH:32]=3)=[CH:27][CH:26]=[CH:25][C:24]=2[NH2:39])[N:3]=1.C(O)(=O)C.[CH:44](=O)[C:45]1[CH:50]=[CH:49][CH:48]=[CH:47][CH:46]=1.C([BH3-])#N.[Na+].